Task: Predict the reaction yield, written as a fraction of the theoretical maximum amount of product (1.0 means a 100% yield; for example, 0.34 means a 34% yield).. Dataset: Reaction yield outcomes from USPTO patents with 853,638 reactions (1) The reactants are [CH3:1][N:2]1[C:6]([C:7]2[CH:20]=[C:19]([N+:21]([O-])=O)[CH:18]=[CH:17][C:8]=2[O:9][CH2:10][C:11]2[CH:16]=[CH:15][CH:14]=[CH:13][N:12]=2)=[CH:5][CH:4]=[N:3]1. The catalyst is C1COCC1.[Cl-].[NH4+].[Zn]. The product is [CH3:1][N:2]1[C:6]([C:7]2[CH:20]=[C:19]([NH2:21])[CH:18]=[CH:17][C:8]=2[O:9][CH2:10][C:11]2[CH:16]=[CH:15][CH:14]=[CH:13][N:12]=2)=[CH:5][CH:4]=[N:3]1. The yield is 1.00. (2) The reactants are F[C:2]1[CH:9]=[CH:8][C:7]([I:10])=[CH:6][C:3]=1[CH:4]=O.[NH:11]([C:13]1[CH:18]=[CH:17][CH:16]=[CH:15][N:14]=1)[NH2:12].C(=O)([O-])[O-].[Cs+].[Cs+].CN1C(=O)CCC1. The catalyst is C(OC(=O)C)C.O. The product is [I:10][C:7]1[CH:6]=[C:3]2[C:2](=[CH:9][CH:8]=1)[N:11]([C:13]1[CH:18]=[CH:17][CH:16]=[CH:15][N:14]=1)[N:12]=[CH:4]2. The yield is 0.0500. (3) The reactants are [CH3:1][O:2][C:3](=[O:19])[C:4]1[CH:9]=[CH:8][C:7]([O:10][CH2:11][C:12]2[CH:17]=[CH:16][CH:15]=[CH:14][CH:13]=2)=[CH:6][C:5]=1[OH:18].[CH3:20][N:21]([CH3:25])[C:22](Cl)=[S:23].C1N2CCN(CC2)C1. The catalyst is CN(C=O)C.C(OCC)(=O)C. The product is [CH3:1][O:2][C:3](=[O:19])[C:4]1[CH:9]=[CH:8][C:7]([O:10][CH2:11][C:12]2[CH:13]=[CH:14][CH:15]=[CH:16][CH:17]=2)=[CH:6][C:5]=1[O:18][C:22](=[S:23])[N:21]([CH3:25])[CH3:20]. The yield is 0.900. (4) The reactants are [N+:1]([C:4]1[CH:9]=[CH:8][C:7]([OH:10])=[CH:6][CH:5]=1)([O-:3])=[O:2].Cl[CH2:12][C:13]1[O:17][N:16]=[C:15]([C:18]2[CH:23]=[CH:22][CH:21]=[CH:20][CH:19]=2)[N:14]=1.C([O-])([O-])=O.[K+].[K+]. The catalyst is CC(C)=O. The product is [N+:1]([C:4]1[CH:9]=[CH:8][C:7]([O:10][CH2:12][C:13]2[O:17][N:16]=[C:15]([C:18]3[CH:19]=[CH:20][CH:21]=[CH:22][CH:23]=3)[N:14]=2)=[CH:6][CH:5]=1)([O-:3])=[O:2]. The yield is 0.920. (5) The reactants are C([N:8]1[CH2:12][C@@H:11]2[CH2:13][N:14]([C:17]3[CH:25]=[CH:24][CH:23]=[C:22]4[C:18]=3[CH:19]=[N:20][N:21]4[C:26]3[CH:31]=[CH:30][CH:29]=[CH:28][C:27]=3[F:32])[C:15](=[O:16])[C@H:10]2[CH2:9]1)C1C=CC=CC=1. The catalyst is O1CCCC1.[OH-].[OH-].[Pd+2]. The product is [F:32][C:27]1[CH:28]=[CH:29][CH:30]=[CH:31][C:26]=1[N:21]1[C:22]2[C:18](=[C:17]([N:14]3[CH2:13][CH:11]4[CH:10]([CH2:9][NH:8][CH2:12]4)[C:15]3=[O:16])[CH:25]=[CH:24][CH:23]=2)[CH:19]=[N:20]1. The yield is 0.970. (6) The reactants are [C:1]([CH:3]1[CH2:8][CH:7]([C:9]([O:11][CH2:12][CH3:13])=[O:10])[CH2:6][CH2:5][N:4]1[C:14]([O:16][CH2:17][C:18]1[CH:23]=[CH:22][CH:21]=[CH:20][CH:19]=1)=[O:15])#[N:2].[N-:24]=[N+:25]=[N-:26].[Na+].Cl.C(N(CC)CC)C. The catalyst is C1(C)C=CC=CC=1. The product is [NH:24]1[C:1]([CH:3]2[CH2:8][CH:7]([C:9]([O:11][CH2:12][CH3:13])=[O:10])[CH2:6][CH2:5][N:4]2[C:14]([O:16][CH2:17][C:18]2[CH:19]=[CH:20][CH:21]=[CH:22][CH:23]=2)=[O:15])=[N:2][N:26]=[N:25]1. The yield is 0.990. (7) The yield is 0.610. The reactants are [CH2:1]([O:8][C:9]([N:11]([CH2:19][CH2:20][CH:21]1[C:29]2[C:24](=[CH:25][CH:26]=[CH:27][CH:28]=2)[NH:23][C:22]1=[O:30])[CH2:12][CH2:13]OS(C)(=O)=O)=[O:10])[C:2]1[CH:7]=[CH:6][CH:5]=[CH:4][CH:3]=1.[H-].[Na+].O. The catalyst is CN(C)C=O. The product is [CH2:1]([O:8][C:9]([N:11]1[CH2:12][CH2:13][C:21]2([C:29]3[C:24](=[CH:25][CH:26]=[CH:27][CH:28]=3)[NH:23][C:22]2=[O:30])[CH2:20][CH2:19]1)=[O:10])[C:2]1[CH:7]=[CH:6][CH:5]=[CH:4][CH:3]=1.